This data is from Full USPTO retrosynthesis dataset with 1.9M reactions from patents (1976-2016). The task is: Predict the reactants needed to synthesize the given product. The reactants are: [CH2:1]([O:3][C:4]([C:6]1([C:9]2[CH:14]=[CH:13][C:12]([C:15]3[CH:20]=[CH:19][C:18]([C:21]4[O:25][N:24]=[C:23]([CH3:26])[C:22]=4[NH:27][C:28]4[CH:33]=[CH:32][CH:31]=[C:30](Br)[N:29]=4)=[CH:17][CH:16]=3)=[CH:11][CH:10]=2)[CH2:8][CH2:7]1)=[O:5])[CH3:2].[Cl:35][C:36]1[CH:41]=[CH:40][C:39]([F:42])=[CH:38][C:37]=1B(O)O. Given the product [CH2:1]([O:3][C:4]([C:6]1([C:9]2[CH:14]=[CH:13][C:12]([C:15]3[CH:20]=[CH:19][C:18]([C:21]4[O:25][N:24]=[C:23]([CH3:26])[C:22]=4[NH:27][C:28]4[CH:33]=[CH:32][CH:31]=[C:30]([C:41]5[CH:40]=[C:39]([F:42])[CH:38]=[CH:37][C:36]=5[Cl:35])[N:29]=4)=[CH:17][CH:16]=3)=[CH:11][CH:10]=2)[CH2:8][CH2:7]1)=[O:5])[CH3:2], predict the reactants needed to synthesize it.